Dataset: Forward reaction prediction with 1.9M reactions from USPTO patents (1976-2016). Task: Predict the product of the given reaction. (1) Given the reactants [C:1]1([N:7]2[CH2:13][C:12]3[CH:14]=[CH:15][C:16]([C:18]([O:20]C)=O)=[CH:17][C:11]=3[O:10][CH2:9][CH2:8]2)[CH:6]=[CH:5][CH:4]=[CH:3][CH:2]=1.[NH2:22][OH:23].[OH-].[Na+], predict the reaction product. The product is: [OH:23][NH:22][C:18]([C:16]1[CH:15]=[CH:14][C:12]2[CH2:13][N:7]([C:1]3[CH:6]=[CH:5][CH:4]=[CH:3][CH:2]=3)[CH2:8][CH2:9][O:10][C:11]=2[CH:17]=1)=[O:20]. (2) The product is: [S:1]1[C:5]([C:6]2[C:7]([O:16][CH3:21])=[C:8]([CH:11]=[CH:12][C:13]=2[O:14][CH3:15])[CH:9]=[O:10])=[CH:4][C:3]2[CH:17]=[CH:18][CH:19]=[CH:20][C:2]1=2. Given the reactants [S:1]1[C:5]([C:6]2[C:7]([OH:16])=[C:8]([CH:11]=[CH:12][C:13]=2[O:14][CH3:15])[CH:9]=[O:10])=[CH:4][C:3]2[CH:17]=[CH:18][CH:19]=[CH:20][C:2]1=2.[C:21](=O)([O-])[O-].[K+].[K+].CI, predict the reaction product. (3) Given the reactants C([O:4][C:5]([C:7]1[C:16]2[C:11](=[CH:12][CH:13]=[CH:14][CH:15]=2)[C:10]([C:17](OC(C)C)=[O:18])=[CH:9][C:8]=1[Br:23])=O)(C)C.[H-].C([Al+]CC(C)C)C(C)C.C1(C)C=CC=CC=1.[Cl-].[NH4+], predict the reaction product. The product is: [Br:23][C:8]1[CH:9]=[C:10]([CH2:17][OH:18])[C:11]2[C:16](=[CH:15][CH:14]=[CH:13][CH:12]=2)[C:7]=1[CH2:5][OH:4]. (4) The product is: [CH:12]1([C:8]2[N:7]=[C:6]([OH:15])[CH:5]=[C:10]([OH:11])[CH:9]=2)[CH2:14][CH2:13]1. Given the reactants C(OC(=O)[C:5]1[C:10]([OH:11])=[CH:9][C:8]([CH:12]2[CH2:14][CH2:13]2)=[N:7][C:6]=1[OH:15])C.N, predict the reaction product. (5) Given the reactants [C:1]([O:9][C@@H:10]1[C@@H:15]([O:16][C:17](=[O:24])[C:18]2[CH:23]=[CH:22][CH:21]=[CH:20][CH:19]=2)[C@H:14]([O:25][C:26](=[O:33])[C:27]2[CH:32]=[CH:31][CH:30]=[CH:29][CH:28]=2)[C@@H:13]([CH2:34][O:35][C:36](=[O:43])[C:37]2[CH:42]=[CH:41][CH:40]=[CH:39][CH:38]=2)[O:12][C@@H:11]1Br)(=[O:8])[C:2]1[CH:7]=[CH:6][CH:5]=[CH:4][CH:3]=1.[C:45]([C:49]#[N:50])([Cl:48])([Cl:47])[Cl:46].N12CCCN=C1CCCCC2.CC(C)=[O:64].O, predict the reaction product. The product is: [Cl:46][C:45]([Cl:48])([Cl:47])[C:49](=[NH:50])[O:64][C@H:11]1[O:12][C@H:13]([CH2:34][O:35][C:36](=[O:43])[C:37]2[CH:42]=[CH:41][CH:40]=[CH:39][CH:38]=2)[C@@H:14]([O:25][C:26](=[O:33])[C:27]2[CH:32]=[CH:31][CH:30]=[CH:29][CH:28]=2)[C@H:15]([O:16][C:17](=[O:24])[C:18]2[CH:23]=[CH:22][CH:21]=[CH:20][CH:19]=2)[C@H:10]1[O:9][C:1](=[O:8])[C:2]1[CH:7]=[CH:6][CH:5]=[CH:4][CH:3]=1. (6) Given the reactants [NH2:1][C:2]1[C:11]([NH2:12])=[CH:10][C:5]([C:6]([O:8][CH3:9])=[O:7])=[C:4]([CH3:13])[CH:3]=1.[C:14](OCC)(=[O:20])[C:15](OCC)=[O:16], predict the reaction product. The product is: [CH3:13][C:4]1[CH:3]=[C:2]2[C:11]([NH:12][C:14](=[O:20])[C:15](=[O:16])[NH:1]2)=[CH:10][C:5]=1[C:6]([O:8][CH3:9])=[O:7]. (7) Given the reactants C([O:5][C:6](=[O:45])[CH2:7][N:8](C(OC(C)(C)C)=O)[C:9]1[CH:14]=[CH:13][CH:12]=[C:11]([CH:15]([S:29]([C:32]2[CH:37]=[CH:36][CH:35]=[CH:34][N:33]=2)(=[O:31])=[O:30])[NH:16][CH2:17][C:18]2[CH:23]=[CH:22][C:21]([C:24]3[S:25][CH:26]=[CH:27][N:28]=3)=[CH:20][CH:19]=2)[N:10]=1)(C)(C)C.Cl.O1CCOCC1, predict the reaction product. The product is: [N:33]1[CH:34]=[CH:35][CH:36]=[CH:37][C:32]=1[S:29]([CH:15]([NH:16][CH2:17][C:18]1[CH:23]=[CH:22][C:21]([C:24]2[S:25][CH:26]=[CH:27][N:28]=2)=[CH:20][CH:19]=1)[C:11]1[N:10]=[C:9]([NH:8][CH2:7][C:6]([OH:45])=[O:5])[CH:14]=[CH:13][CH:12]=1)(=[O:31])=[O:30].